This data is from Reaction yield outcomes from USPTO patents with 853,638 reactions. The task is: Predict the reaction yield, written as a fraction of the theoretical maximum amount of product (1.0 means a 100% yield; for example, 0.34 means a 34% yield). (1) The reactants are NCC1C=C(O)C(C2C=CC=CC=2)=CC=1.[N:16]([CH2:19][C:20]1[CH:21]=[C:22]([OH:33])[C:23]([C:26]2[CH:31]=[CH:30][C:29]([F:32])=[CH:28][CH:27]=2)=[CH:24][CH:25]=1)=[N+]=[N-]. No catalyst specified. The product is [NH2:16][CH2:19][C:20]1[CH:21]=[C:22]([OH:33])[C:23]([C:26]2[CH:31]=[CH:30][C:29]([F:32])=[CH:28][CH:27]=2)=[CH:24][CH:25]=1. The yield is 0.540. (2) The reactants are Cl.[F:2][C:3]([F:8])([F:7])[CH2:4][CH2:5][NH2:6].[CH3:9][C:10]1[S:14][C:13]([C:15]2[CH:23]=[CH:22][C:18]([C:19](O)=[O:20])=[CH:17][CH:16]=2)=[N:12][N:11]=1.C(P1(=O)OP(CCC)(=O)OP(CCC)(=O)O1)CC.CCN(C(C)C)C(C)C. The catalyst is C(OCC)(=O)C.O. The product is [CH3:9][C:10]1[S:14][C:13]([C:15]2[CH:23]=[CH:22][C:18]([C:19]([NH:6][CH2:5][CH2:4][C:3]([F:8])([F:7])[F:2])=[O:20])=[CH:17][CH:16]=2)=[N:12][N:11]=1. The yield is 0.100. (3) The reactants are FC(F)(F)C(O)=O.[CH:8]1([CH2:11][N:12]2[C:17](=[O:18])[C:16]([CH2:19][CH:20](C(OC(C)(C)C)=O)[C:21]([O:23]C(C)(C)C)=[O:22])=[CH:15][C:14]([C:35]3[CH:40]=[CH:39][C:38]([O:41][CH3:42])=[C:37]([F:43])[CH:36]=3)=[N:13]2)[CH2:10][CH2:9]1. No catalyst specified. The product is [C:21]([CH2:20][CH2:19][C:16]1[C:17](=[O:18])[N:12]([CH2:11][CH:8]2[CH2:9][CH2:10]2)[N:13]=[C:14]([C:35]2[CH:40]=[CH:39][C:38]([O:41][CH3:42])=[C:37]([F:43])[CH:36]=2)[CH:15]=1)([OH:23])=[O:22]. The yield is 0.947.